Dataset: Catalyst prediction with 721,799 reactions and 888 catalyst types from USPTO. Task: Predict which catalyst facilitates the given reaction. (1) Reactant: [F:1][C:2]1[CH:3]=[C:4]([CH:36]=[CH:37][C:38]=1[F:39])[NH:5][C:6]1[O:10][C:9]([C:11]([NH:13][C:14]2[CH:15]=[CH:16][C:17]([CH:20]3[CH2:35][CH2:34][C:23]4([CH2:28][CH2:27][CH:26]([CH2:29][C:30]([O:32]C)=[O:31])[CH2:25][CH2:24]4)[CH2:22][CH2:21]3)=[N:18][CH:19]=2)=[O:12])=[N:8][N:7]=1.O[Li].O. The catalyst class is: 87. Product: [F:1][C:2]1[CH:3]=[C:4]([CH:36]=[CH:37][C:38]=1[F:39])[NH:5][C:6]1[O:10][C:9]([C:11]([NH:13][C:14]2[CH:15]=[CH:16][C:17]([CH:20]3[CH2:35][CH2:34][C:23]4([CH2:24][CH2:25][CH:26]([CH2:29][C:30]([OH:32])=[O:31])[CH2:27][CH2:28]4)[CH2:22][CH2:21]3)=[N:18][CH:19]=2)=[O:12])=[N:8][N:7]=1. (2) Reactant: [O:1]1[CH2:6][CH2:5][CH2:4][O:3][CH:2]1[CH2:7][CH2:8][Mg]Br.[Cl:11][C:12]1[CH:13]=[C:14]([C:19]2(/[CH:25]=[N:26]/[S@@:27]([C:29]([CH3:32])([CH3:31])[CH3:30])=[O:28])[CH2:24][CH2:23][CH2:22][CH2:21][CH2:20]2)[CH:15]=[CH:16][C:17]=1[Cl:18].[O-]S([O-])(=O)=O.[Na+].[Na+]. The catalyst class is: 28. Product: [Cl:11][C:12]1[CH:13]=[C:14]([C:19]2([CH:25]([NH:26][S@@:27]([C:29]([CH3:32])([CH3:31])[CH3:30])=[O:28])[CH2:8][CH2:7][CH:2]3[O:3][CH2:4][CH2:5][CH2:6][O:1]3)[CH2:24][CH2:23][CH2:22][CH2:21][CH2:20]2)[CH:15]=[CH:16][C:17]=1[Cl:18]. (3) Reactant: O[Li].O.[Cl:4][C:5]1[CH:6]=[CH:7][N:8]2[CH2:13][CH2:12][N:11]([C:14]3[CH:15]=[C:16]4[C:20](=[CH:21][CH:22]=3)[N:19]([CH2:23][C:24]([O:26]C(C)(C)C)=[O:25])[CH:18]=[CH:17]4)[C:10](=[O:31])[C:9]=12. Product: [Cl:4][C:5]1[CH:6]=[CH:7][N:8]2[CH2:13][CH2:12][N:11]([C:14]3[CH:15]=[C:16]4[C:20](=[CH:21][CH:22]=3)[N:19]([CH2:23][C:24]([OH:26])=[O:25])[CH:18]=[CH:17]4)[C:10](=[O:31])[C:9]=12. The catalyst class is: 72.